From a dataset of Catalyst prediction with 721,799 reactions and 888 catalyst types from USPTO. Predict which catalyst facilitates the given reaction. (1) Reactant: [F-].C([N+](CCCC)(CCCC)CCCC)CCC.[Cl:19][C:20]1[CH:21]=[CH:22][C:23]2[N:24]([N:30]=[C:31]([C:44]3[CH:48]=[CH:47][O:46][CH:45]=3)[C:32]=2[CH2:33][C:34]2[N:39]=[C:38]([C:40]([O:42][CH3:43])=[O:41])[CH:37]=[CH:36][CH:35]=2)[C:25]=1[Si](C)(C)C.[Cl-].[NH4+]. Product: [Cl:19][C:20]1[CH:21]=[CH:22][C:23]2[N:24]([N:30]=[C:31]([C:44]3[CH:48]=[CH:47][O:46][CH:45]=3)[C:32]=2[CH2:33][C:34]2[N:39]=[C:38]([C:40]([O:42][CH3:43])=[O:41])[CH:37]=[CH:36][CH:35]=2)[CH:25]=1. The catalyst class is: 7. (2) Reactant: [NH2:1][C:2]1[C:3]([CH3:28])=[N:4][C:5]([O:9][CH2:10][C:11]([N:13]([CH:15]2[CH2:20][CH2:19][N:18]([CH2:21][C:22]3[CH:27]=[CH:26][CH:25]=[CH:24][CH:23]=3)[CH2:17][CH2:16]2)[CH3:14])=[O:12])=[N:6][C:7]=1[CH3:8].[C:29]([OH:36])(=[O:35])/[CH:30]=[CH:31]\[C:32]([OH:34])=[O:33]. Product: [C:29]([OH:36])(=[O:35])/[CH:30]=[CH:31]\[C:32]([OH:34])=[O:33].[NH2:1][C:2]1[C:7]([CH3:8])=[N:6][C:5]([O:9][CH2:10][C:11]([N:13]([CH:15]2[CH2:20][CH2:19][N:18]([CH2:21][C:22]3[CH:23]=[CH:24][CH:25]=[CH:26][CH:27]=3)[CH2:17][CH2:16]2)[CH3:14])=[O:12])=[N:4][C:3]=1[CH3:28]. The catalyst class is: 5. (3) Reactant: [CH2:1]([O:4][S:5]([O-:8])(=[O:7])=[O:6])[CH2:2][CH3:3].C[N+](C)(C)C.S([O-])(O)(=O)=O.[C:19]([C:24]1[CH:29]=[CH:28][C:27]([I+:30][C:31]2[CH:36]=[CH:35][C:34]([C:37]([CH2:40][CH3:41])([CH3:39])[CH3:38])=[CH:33][CH:32]=2)=[CH:26][CH:25]=1)([CH2:22][CH3:23])([CH3:21])[CH3:20].C(Cl)Cl. Product: [CH2:1]([O:4][S:5]([O-:8])(=[O:7])=[O:6])[CH2:2][CH3:3].[C:37]([C:34]1[CH:35]=[CH:36][C:31]([I+:30][C:27]2[CH:28]=[CH:29][C:24]([C:19]([CH2:22][CH3:23])([CH3:21])[CH3:20])=[CH:25][CH:26]=2)=[CH:32][CH:33]=1)([CH2:40][CH3:41])([CH3:39])[CH3:38]. The catalyst class is: 72. (4) Reactant: [OH:1][C:2]1[CH:11]=[C:10]2[C:5]([C:6](=[O:17])[CH2:7][CH:8]([C:12]([O:14]CC)=[O:13])[O:9]2)=[CH:4][CH:3]=1.[OH-].[Na+].Cl. Product: [OH:1][C:2]1[CH:11]=[C:10]2[C:5]([C:6](=[O:17])[CH2:7][CH:8]([C:12]([OH:14])=[O:13])[O:9]2)=[CH:4][CH:3]=1. The catalyst class is: 20. (5) Reactant: C(OC([N:8]([C@H:20]([CH2:43][O:44][Si](C)(C)C)[CH2:21][C:22]1[CH:27]=[CH:26][C:25]([NH:28][C:29]([NH:31][C:32]2[CH:42]=[CH:41][CH:40]=[CH:39][C:33]=2[C:34]([O:36][CH2:37][CH3:38])=[O:35])=[O:30])=[CH:24][CH:23]=1)[CH2:9][C@H:10]([OH:19])[CH2:11][O:12][C:13]1[CH:18]=[CH:17][CH:16]=[CH:15][CH:14]=1)=O)(C)(C)C.[F:49][C:50]([F:55])([F:54])[C:51]([OH:53])=[O:52]. Product: [F:49][C:50]([F:55])([F:54])[C:51]([OH:53])=[O:52].[OH:44][CH2:43][C@@H:20]([NH:8][CH2:9][C@H:10]([OH:19])[CH2:11][O:12][C:13]1[CH:14]=[CH:15][CH:16]=[CH:17][CH:18]=1)[CH2:21][C:22]1[CH:27]=[CH:26][C:25]([NH:28][C:29]([NH:31][C:32]2[CH:42]=[CH:41][CH:40]=[CH:39][C:33]=2[C:34]([O:36][CH2:37][CH3:38])=[O:35])=[O:30])=[CH:24][CH:23]=1. The catalyst class is: 26. (6) Reactant: [C:1]([O:5][C:6]([N:8]1[C:16]2[C:11](=[CH:12][CH:13]=[C:14]([O:17][Si](C(C)(C)C)(C)C)[CH:15]=2)[C:10]([NH:25][C:26](=[O:40])[C:27]2[CH:32]=[CH:31][C:30]([N:33]3[CH2:38][CH2:37][N:36]([CH3:39])[CH2:35][CH2:34]3)=[CH:29][CH:28]=2)=[N:9]1)=[O:7])([CH3:4])([CH3:3])[CH3:2].CCCC[N+](CCCC)(CCCC)CCCC.[F-].O.CCOCC. Product: [C:1]([O:5][C:6]([N:8]1[C:16]2[C:11](=[CH:12][CH:13]=[C:14]([OH:17])[CH:15]=2)[C:10]([NH:25][C:26](=[O:40])[C:27]2[CH:32]=[CH:31][C:30]([N:33]3[CH2:38][CH2:37][N:36]([CH3:39])[CH2:35][CH2:34]3)=[CH:29][CH:28]=2)=[N:9]1)=[O:7])([CH3:4])([CH3:3])[CH3:2]. The catalyst class is: 1. (7) The catalyst class is: 12. Product: [F:1][C:2]1[CH:3]=[C:4]([CH:22]=[CH:23][C:24]=1[CH2:25][S:26]([CH3:29])(=[O:27])=[O:28])[O:5][CH2:6][CH2:7][CH2:8][CH:9]1[CH2:10][CH2:11][NH:12][CH2:13][CH2:14]1. Reactant: [F:1][C:2]1[CH:3]=[C:4]([CH:22]=[CH:23][C:24]=1[CH2:25][S:26]([CH3:29])(=[O:28])=[O:27])[O:5][CH2:6][CH2:7][CH2:8][CH:9]1[CH2:14][CH2:13][N:12](C(OC(C)(C)C)=O)[CH2:11][CH2:10]1.Cl. (8) Reactant: C1CCC(N=C=NC2CCCCC2)CC1.C1C=CC2N(O)N=NC=2C=1.Cl.[C:27]1([CH:33]([N:37]2[CH2:41][CH2:40][CH2:39][CH2:38]2)[C:34]([OH:36])=[O:35])[CH:32]=[CH:31][CH:30]=[CH:29][CH:28]=1.[N:42]12[CH2:49][CH2:48][CH:45]([CH2:46][CH2:47]1)[C@@H:44](O)[CH2:43]2. The catalyst class is: 1. Product: [C:27]1([CH:33]([N:37]2[CH2:41][CH2:40][CH2:39][CH2:38]2)[C:34]([O:36][C@@H:44]2[CH:45]3[CH2:48][CH2:49][N:42]([CH2:47][CH2:46]3)[CH2:43]2)=[O:35])[CH:28]=[CH:29][CH:30]=[CH:31][CH:32]=1. (9) Product: [Sn:13]([F:7])([CH2:18][CH2:19][CH2:20][CH3:21])([CH2:14][CH2:15][CH2:16][CH3:17])[CH2:9][CH2:10][CH2:11][CH3:12]. Reactant: C(CC(O)=O)#N.[F-:7].[Cs+].[CH2:9]([Sn:13](C1SC=CC=1)([CH2:18][CH2:19][CH2:20][CH3:21])[CH2:14][CH2:15][CH2:16][CH3:17])[CH2:10][CH2:11][CH3:12].ClCCl. The catalyst class is: 109. (10) Reactant: [CH2:1]([NH:3][C:4]([NH:6][C:7]1[N:8]=[C:9]2[CH:14]=[C:13]([C:15]3[NH:16][N:17]=[C:18]([CH3:20])[N:19]=3)[CH:12]=[CH:11][N:10]2[CH:21]=1)=[O:5])[CH3:2].F[C:23](F)(F)C(N)=O.CN(C(C=C)=O)C. Product: [CH3:23][N:17]1[C:18]([CH3:20])=[N:19][C:15]([C:13]2[CH:12]=[CH:11][N:10]3[CH:21]=[C:7]([NH:6][C:4]([NH:3][CH2:1][CH3:2])=[O:5])[N:8]=[C:9]3[CH:14]=2)=[N:16]1. The catalyst class is: 8.